Dataset: Full USPTO retrosynthesis dataset with 1.9M reactions from patents (1976-2016). Task: Predict the reactants needed to synthesize the given product. (1) Given the product [C:25]([O:29][C:30]([N:32]1[CH2:37][CH2:36][N:35]([C:15]([C:12]2[S:11][C:10]([NH:9][C:8]([N:7]([CH:1]3[CH2:6][CH2:5][CH2:4][CH2:3][CH2:2]3)[CH:19]3[CH2:20][CH2:21][CH2:22][CH2:23][CH2:24]3)=[O:18])=[N:14][CH:13]=2)=[O:17])[CH2:34][CH2:33]1)=[O:31])([CH3:28])([CH3:26])[CH3:27], predict the reactants needed to synthesize it. The reactants are: [CH:1]1([N:7]([CH:19]2[CH2:24][CH2:23][CH2:22][CH2:21][CH2:20]2)[C:8](=[O:18])[NH:9][C:10]2[S:11][C:12]([C:15]([OH:17])=O)=[CH:13][N:14]=2)[CH2:6][CH2:5][CH2:4][CH2:3][CH2:2]1.[C:25]([O:29][C:30]([N:32]1[CH2:37][CH2:36][NH:35][CH2:34][CH2:33]1)=[O:31])([CH3:28])([CH3:27])[CH3:26].CN(C(ON1N=NC2C=CC=CC1=2)=[N+](C)C)C.F[P-](F)(F)(F)(F)F.CCN(C(C)C)C(C)C. (2) Given the product [CH:23]1([N:22]2[C:21]3[CH:29]=[CH:30][C:31]([C:33]([OH:35])=[O:34])=[CH:32][C:20]=3[N:19]=[C:18]2[C:13]2[CH:14]=[C:15]3[C:10](=[CH:11][CH:12]=2)[N:9]=[C:8]([C:69]2[CH:70]=[CH:71][C:72]4[O:77][CH2:76][C:75](=[O:78])[NH:74][C:73]=4[CH:79]=2)[CH:17]=[CH:16]3)[CH2:24][CH2:25][CH2:26][CH2:27][CH2:28]1, predict the reactants needed to synthesize it. The reactants are: BrC1C=CC(O)=C([C:8]2[CH:17]=[CH:16][C:15]3[C:10](=[CH:11][CH:12]=[C:13]([C:18]4[N:22]([CH:23]5[CH2:28][CH2:27][CH2:26][CH2:25][CH2:24]5)[C:21]5[CH:29]=[CH:30][C:31]([C:33]([OH:35])=[O:34])=[CH:32][C:20]=5[N:19]=4)[CH:14]=3)[N:9]=2)C=1.C(OC(C1C=CC2N(C3CCCCC3)C(C3C=CC(N)=C(C=O)C=3)=NC=2C=1)=O)C.C([C:69]1[CH:70]=[CH:71][C:72]2[O:77][CH2:76][C:75](=[O:78])[NH:74][C:73]=2[CH:79]=1)(=O)C.[OH-].[K+]. (3) Given the product [Br:56][C:6]1[C:5]2[C:10](=[CH:11][CH:2]=[CH:3][CH:4]=2)[C:9]([C:12]2[CH:17]=[CH:16][C:15]([Cl:18])=[CH:14][CH:13]=2)=[C:8]([CH:19]([O:25][C:26]([CH3:29])([CH3:28])[CH3:27])[C:20]([O:22][CH2:23][CH3:24])=[O:21])[C:7]=1[CH3:30], predict the reactants needed to synthesize it. The reactants are: Br[C:2]1[CH:11]=[C:10]2[C:5]([CH:6]=[C:7]([CH3:30])[C:8]([CH:19]([O:25][C:26]([CH3:29])([CH3:28])[CH3:27])[C:20]([O:22][CH2:23][CH3:24])=[O:21])=[C:9]2[C:12]2[CH:17]=[CH:16][C:15]([Cl:18])=[CH:14][CH:13]=2)=[CH:4][CH:3]=1.COC1C=CC(COC(C2C(C)=C([Br:56])C3C(=CC=CC=3)C=2O)C(OCC)=O)=CC=1. (4) Given the product [F:32][C:27]1[CH:28]=[CH:29][CH:30]=[CH:31][C:26]=1[CH2:25][O:24][C:21]1[CH:22]=[CH:23][C:18]([C:16]2[CH2:15][CH2:14][C@@H:9]([C:10]([O:12][CH3:13])=[O:11])[N:8]=2)=[CH:19][CH:20]=1, predict the reactants needed to synthesize it. The reactants are: C(OC([NH:8][C@@H:9]([CH2:14][CH2:15][C:16]([C:18]1[CH:23]=[CH:22][C:21]([O:24][CH2:25][C:26]2[CH:31]=[CH:30][CH:29]=[CH:28][C:27]=2[F:32])=[CH:20][CH:19]=1)=O)[C:10]([O:12][CH3:13])=[O:11])=O)(C)(C)C.C(O)(C(F)(F)F)=O. (5) Given the product [CH3:19][O:20][C:21]1[CH:27]=[CH:26][C:25]([CH2:28][S:29]([CH2:32][CH2:33][C:34]2[C:35]([O:44][CH3:45])=[CH:36][C:37]([O:42][CH3:43])=[CH:38][C:39]=2[O:40][CH3:41])(=[O:31])=[O:30])=[CH:24][C:22]=1[NH:23][CH:7]([CH2:12][C:13]1[CH:18]=[CH:17][CH:16]=[CH:15][CH:14]=1)[C:8]([OH:10])=[O:9], predict the reactants needed to synthesize it. The reactants are: C([O-])(=O)C.[Na+].Br[CH:7]([CH2:12][C:13]1[CH:18]=[CH:17][CH:16]=[CH:15][CH:14]=1)[C:8]([O:10]C)=[O:9].[CH3:19][O:20][C:21]1[CH:27]=[CH:26][C:25]([CH2:28][S:29]([CH2:32][CH2:33][C:34]2[C:39]([O:40][CH3:41])=[CH:38][C:37]([O:42][CH3:43])=[CH:36][C:35]=2[O:44][CH3:45])(=[O:31])=[O:30])=[CH:24][C:22]=1[NH2:23].C(Cl)(Cl)Cl.CO. (6) Given the product [Cl:22][C:23]1[CH:28]=[CH:27][C:26]([C:2]2[C:3]([C:16]3[CH:21]=[CH:20][CH:19]=[CH:18][CH:17]=3)=[N:4][C:5]3[C:10]([N:11]=2)=[CH:9][C:8]([C:12]([OH:14])=[O:13])=[CH:7][CH:6]=3)=[CH:25][CH:24]=1, predict the reactants needed to synthesize it. The reactants are: Br[C:2]1[C:3]([C:16]2[CH:21]=[CH:20][CH:19]=[CH:18][CH:17]=2)=[N:4][C:5]2[C:10]([N:11]=1)=[CH:9][C:8]([C:12]([O:14]C)=[O:13])=[CH:7][CH:6]=2.[Cl:22][C:23]1[CH:28]=[CH:27][C:26](B(O)O)=[CH:25][CH:24]=1. (7) Given the product [ClH:1].[Cl:22][C:5]1[C:6]([NH:8][C:9]2[CH:14]=[CH:13][C:12]([O:15][CH3:16])=[CH:11][C:10]=2[NH:17][S:18]([CH3:21])(=[O:20])=[O:19])=[N:7][C:2]([NH:27][C:26]2[CH:28]=[CH:29][CH:30]=[CH:31][C:25]=2[O:24][CH3:23])=[N:3][CH:4]=1, predict the reactants needed to synthesize it. The reactants are: [Cl:1][C:2]1[N:7]=[C:6]([NH:8][C:9]2[CH:14]=[CH:13][C:12]([O:15][CH3:16])=[CH:11][C:10]=2[NH:17][S:18]([CH3:21])(=[O:20])=[O:19])[C:5]([Cl:22])=[CH:4][N:3]=1.[CH3:23][O:24][C:25]1[CH:31]=[CH:30][CH:29]=[CH:28][C:26]=1[NH2:27]. (8) Given the product [CH2:1]([O:8][CH2:9][CH2:10][CH2:11][C@H:12]([C:21]1[C:25]([CH:26]([F:27])[F:28])=[C:24]([C:29]2[CH:33]=[C:32]([C:34]([F:39])([F:40])[C:35]([CH3:36])([CH3:38])[CH3:37])[O:31][N:30]=2)[O:23][N:22]=1)[CH2:13][C:14]([OH:16])=[O:15])[C:2]1[CH:7]=[CH:6][CH:5]=[CH:4][CH:3]=1, predict the reactants needed to synthesize it. The reactants are: [CH2:1]([O:8][CH2:9][CH2:10][CH2:11][C@H:12]([C:21]1[C:25]([CH:26]([F:28])[F:27])=[C:24]([C:29]2[CH:33]=[C:32]([C:34]([F:40])([F:39])[C:35]([CH3:38])([CH3:37])[CH3:36])[O:31][N:30]=2)[O:23][N:22]=1)[CH2:13][C:14]([O:16]C(C)(C)C)=[O:15])[C:2]1[CH:7]=[CH:6][CH:5]=[CH:4][CH:3]=1.FC(F)(F)C(O)=O.